From a dataset of Reaction yield outcomes from USPTO patents with 853,638 reactions. Predict the reaction yield, written as a fraction of the theoretical maximum amount of product (1.0 means a 100% yield; for example, 0.34 means a 34% yield). (1) The reactants are CN1C2C=CC=C(C([O-])=O)C=2C(CN[C@H]2C3CCN(CC3)C2)=N1.[Li+].[CH3:25][N:26]1[C:30]2[CH:31]=[N:32][CH:33]=[C:34]3[C:35](=[O:46])[C@H:36]([CH:38]4[CH:43]5[CH2:44][CH2:45][N:40]([CH2:41][CH2:42]5)[CH2:39]4)[CH2:37][C:28]([C:29]=23)=[N:27]1.[ClH:47]. No catalyst specified. The product is [ClH:47].[CH3:25][N:26]1[C:30]2[CH:31]=[N:32][CH:33]=[C:34]3[C:35](=[O:46])[C@H:36]([CH:38]4[CH:43]5[CH2:42][CH2:41][N:40]([CH2:45][CH2:44]5)[CH2:39]4)[CH2:37][C:28]([C:29]=23)=[N:27]1. The yield is 0.830. (2) The reactants are [C:1]([C:3]1[C:4]([N:10]=[CH:11][N:12](C)C)=[N:5][C:6]([CH3:9])=[CH:7][CH:8]=1)#[N:2].[CH2:15]([O:22][C:23]1[CH:28]=[CH:27][C:26]([S:29][C:30]2[CH:35]=[CH:34][C:33]([N+:36]([O-:38])=[O:37])=[CH:32][C:31]=2N)=[CH:25][CH:24]=1)[C:16]1[CH:21]=[CH:20][CH:19]=[CH:18][CH:17]=1. The catalyst is C(O)(=O)C. The product is [CH2:15]([O:22][C:23]1[CH:28]=[CH:27][C:26]([S:29][C:30]2[CH:31]=[CH:32][C:33]([N+:36]([O-:38])=[O:37])=[CH:34][C:35]=2[NH:2][C:1]2[C:3]3[CH:8]=[CH:7][C:6]([CH3:9])=[N:5][C:4]=3[N:10]=[CH:11][N:12]=2)=[CH:25][CH:24]=1)[C:16]1[CH:17]=[CH:18][CH:19]=[CH:20][CH:21]=1. The yield is 0.920. (3) The product is [CH2:1]1[C:9]2[C:4](=[CH:5][C:6]([C:10]3([C:13]([NH:15][C:16]4[CH:17]=[CH:18][C:19]([CH3:30])=[C:20]([C:22]5[CH:27]=[CH:26][C:25](=[O:28])[NH:24][CH:23]=5)[N:21]=4)=[O:14])[CH2:12][CH2:11]3)=[CH:7][CH:8]=2)[CH2:3][CH2:2]1. The catalyst is CC#N. The reactants are [CH2:1]1[C:9]2[C:4](=[CH:5][C:6]([C:10]3([C:13]([NH:15][C:16]4[N:21]=[C:20]([C:22]5[CH:23]=[N:24][C:25]([O:28]C)=[CH:26][CH:27]=5)[C:19]([CH3:30])=[CH:18][CH:17]=4)=[O:14])[CH2:12][CH2:11]3)=[CH:7][CH:8]=2)[CH2:3][CH2:2]1.[Si](I)(C)(C)C.CO.C(OCC)(=O)C. The yield is 0.785.